This data is from NCI-60 drug combinations with 297,098 pairs across 59 cell lines. The task is: Regression. Given two drug SMILES strings and cell line genomic features, predict the synergy score measuring deviation from expected non-interaction effect. (1) Drug 1: C1=CC(=CC=C1CCCC(=O)O)N(CCCl)CCCl. Drug 2: C1=NC2=C(N1)C(=S)N=CN2. Cell line: HS 578T. Synergy scores: CSS=5.31, Synergy_ZIP=-13.0, Synergy_Bliss=-22.2, Synergy_Loewe=-20.0, Synergy_HSA=-18.3. (2) Synergy scores: CSS=-8.28, Synergy_ZIP=1.36, Synergy_Bliss=-1.53, Synergy_Loewe=-11.6, Synergy_HSA=-5.81. Drug 2: CC(C1=C(C=CC(=C1Cl)F)Cl)OC2=C(N=CC(=C2)C3=CN(N=C3)C4CCNCC4)N. Cell line: DU-145. Drug 1: CN(C)C1=NC(=NC(=N1)N(C)C)N(C)C. (3) Cell line: SK-MEL-2. Drug 1: CN(C)C1=NC(=NC(=N1)N(C)C)N(C)C. Drug 2: C1C(C(OC1N2C=NC(=NC2=O)N)CO)O. Synergy scores: CSS=12.6, Synergy_ZIP=-4.26, Synergy_Bliss=0.929, Synergy_Loewe=-31.4, Synergy_HSA=-2.10. (4) Drug 1: CC1=C2C(C(=O)C3(C(CC4C(C3C(C(C2(C)C)(CC1OC(=O)C(C(C5=CC=CC=C5)NC(=O)OC(C)(C)C)O)O)OC(=O)C6=CC=CC=C6)(CO4)OC(=O)C)OC)C)OC. Drug 2: COCCOC1=C(C=C2C(=C1)C(=NC=N2)NC3=CC=CC(=C3)C#C)OCCOC.Cl. Cell line: T-47D. Synergy scores: CSS=33.4, Synergy_ZIP=1.60, Synergy_Bliss=3.88, Synergy_Loewe=1.31, Synergy_HSA=5.76.